From a dataset of Forward reaction prediction with 1.9M reactions from USPTO patents (1976-2016). Predict the product of the given reaction. (1) Given the reactants [F:1][C:2]1[CH:3]=[C:4]2[C:8](=[CH:9][CH:10]=1)[N:7]([CH3:11])[CH:6]=[C:5]2I.C(N(CC)CC)C.[CH3:20][C:21]1([CH3:28])[C:25]([CH3:27])([CH3:26])[O:24][BH:23][O:22]1, predict the reaction product. The product is: [F:1][C:2]1[CH:3]=[C:4]2[C:8](=[CH:9][CH:10]=1)[N:7]([CH3:11])[CH:6]=[C:5]2[B:23]1[O:24][C:25]([CH3:27])([CH3:26])[C:21]([CH3:28])([CH3:20])[O:22]1. (2) The product is: [OH:1][CH2:2][C:3]([CH2:8][OH:9])([CH3:7])[C:4]([O:6][CH2:19][C:20]1[CH:25]=[CH:24][CH:23]=[CH:22][CH:21]=1)=[O:5]. Given the reactants [OH:1][CH2:2][C:3]([CH2:8][OH:9])([CH3:7])[C:4]([OH:6])=[O:5].CCN(C(C)C)C(C)C.[CH2:19](Br)[C:20]1[CH:25]=[CH:24][CH:23]=[CH:22][CH:21]=1, predict the reaction product. (3) Given the reactants [OH:1][C:2]1[CH:11]=[CH:10][C:5]2[C:6](=[O:9])[CH2:7][O:8][C:4]=2[C:3]=1[CH2:12][N:13]1[CH2:18][CH2:17][N:16]([C:19]([O:21][C:22]([CH3:25])([CH3:24])[CH3:23])=[O:20])[CH2:15][CH2:14]1.[CH3:26][C:27]1[CH:28]=[C:29]2[C:33](=[CH:34][CH:35]=1)[NH:32][CH:31]=[C:30]2[CH:36]=O, predict the reaction product. The product is: [OH:1][C:2]1[CH:11]=[CH:10][C:5]2[C:6](=[O:9])/[C:7](=[CH:36]/[C:30]3[C:29]4[C:33](=[CH:34][CH:35]=[C:27]([CH3:26])[CH:28]=4)[NH:32][CH:31]=3)/[O:8][C:4]=2[C:3]=1[CH2:12][N:13]1[CH2:14][CH2:15][N:16]([C:19]([O:21][C:22]([CH3:25])([CH3:24])[CH3:23])=[O:20])[CH2:17][CH2:18]1. (4) Given the reactants [C:1]([O:5][C:6]([N:8]1[CH2:13][CH2:12][N:11]2[C:14](=[O:17])[CH2:15][CH2:16][C@H:10]2[C@@H:9]1[C:18]1[CH:23]=[CH:22][CH:21]=[C:20]([CH3:24])[C:19]=1[CH3:25])=[O:7])([CH3:4])([CH3:3])[CH3:2].[Li+].C[Si]([N-][Si](C)(C)C)(C)C.CN1C(=O)N(C)[CH2:40][CH2:39][CH2:38]1.[CH2:45](Br)[CH:46]=[CH2:47], predict the reaction product. The product is: [CH2:38]([C:15]1([CH2:47][CH:46]=[CH2:45])[C:14](=[O:17])[N:11]2[CH2:12][CH2:13][N:8]([C:6]([O:5][C:1]([CH3:4])([CH3:3])[CH3:2])=[O:7])[C@@H:9]([C:18]3[CH:23]=[CH:22][CH:21]=[C:20]([CH3:24])[C:19]=3[CH3:25])[CH:10]2[CH2:16]1)[CH:39]=[CH2:40]. (5) Given the reactants [C:1]([O:5][C:6]([N:8]1[CH2:13][CH2:12][CH:11]([NH:14][C:15]2[CH:20]=[CH:19][C:18]([C:21]([F:24])([F:23])[F:22])=[CH:17][CH:16]=2)[CH2:10][CH2:9]1)=[O:7])([CH3:4])([CH3:3])[CH3:2].Cl[CH2:26][C:27]1[CH:32]=[CH:31][N:30]=[C:29]([C:33]2[CH:38]=[C:37]([O:39][CH3:40])[C:36]([O:41][CH3:42])=[C:35]([O:43][CH3:44])[CH:34]=2)[CH:28]=1, predict the reaction product. The product is: [C:1]([O:5][C:6]([N:8]1[CH2:13][CH2:12][CH:11]([N:14]([C:15]2[CH:16]=[CH:17][C:18]([C:21]([F:24])([F:22])[F:23])=[CH:19][CH:20]=2)[CH2:26][C:27]2[CH:32]=[CH:31][N:30]=[C:29]([C:33]3[CH:38]=[C:37]([O:39][CH3:40])[C:36]([O:41][CH3:42])=[C:35]([O:43][CH3:44])[CH:34]=3)[CH:28]=2)[CH2:10][CH2:9]1)=[O:7])([CH3:4])([CH3:2])[CH3:3].